From a dataset of Reaction yield outcomes from USPTO patents with 853,638 reactions. Predict the reaction yield, written as a fraction of the theoretical maximum amount of product (1.0 means a 100% yield; for example, 0.34 means a 34% yield). (1) The reactants are Br[CH2:2][C:3]1[S:7][CH:6]=[N:5][C:4]=1[Cl:8].[CH3:9][C:10]1[N:15]=[C:14]([SH:16])[N:13]=[C:12]([OH:17])[CH:11]=1.C(N(CC)CC)C. The catalyst is C(O)C. The product is [Cl:8][C:4]1[N:5]=[CH:6][S:7][C:3]=1[CH2:2][S:16][C:14]1[N:13]=[C:12]([OH:17])[CH:11]=[C:10]([CH3:9])[N:15]=1. The yield is 0.310. (2) The yield is 1.00. The product is [CH2:21]([O:28][CH2:29][N:30]1[C:34]2=[N:35][CH:36]=[CH:37][C:38]([O:8][C:3]3[CH:4]=[CH:5][C:6]([NH2:7])=[CH:1][CH:2]=3)=[C:33]2[CH:32]=[N:31]1)[C:22]1[CH:23]=[CH:24][CH:25]=[CH:26][CH:27]=1. The catalyst is CN1C(=O)CCC1.O. The reactants are [CH:1]1[C:6]([NH2:7])=[CH:5][CH:4]=[C:3]([OH:8])[CH:2]=1.CC(C)([O-])C.[K+].C(=O)([O-])[O-].[K+].[K+].[CH2:21]([O:28][CH2:29][N:30]1[C:34]2=[N:35][CH:36]=[CH:37][C:38](Cl)=[C:33]2[CH:32]=[N:31]1)[C:22]1[CH:27]=[CH:26][CH:25]=[CH:24][CH:23]=1. (3) The reactants are [NH2:1][C:2]1[N:6]([C:7]2[CH:8]=[C:9]([CH:16]=[CH:17][C:18]=2[CH3:19])[C:10]([NH:12][CH:13]2[CH2:15][CH2:14]2)=[O:11])[N:5]=[CH:4][C:3]=1[C:20](=[O:27])[C:21]1[CH:26]=[CH:25][CH:24]=[CH:23][CH:22]=1.[I:28]C1C=C(C=CC=1)C(C(=CNC1C=CC=CC=1)C#N)=O.CCN(C(C)C)C(C)C. The catalyst is C(O)C. The product is [NH2:1][C:2]1[N:6]([C:7]2[CH:8]=[C:9]([CH:16]=[CH:17][C:18]=2[CH3:19])[C:10]([NH:12][CH:13]2[CH2:14][CH2:15]2)=[O:11])[N:5]=[CH:4][C:3]=1[C:20](=[O:27])[C:21]1[CH:22]=[CH:23][CH:24]=[C:25]([I:28])[CH:26]=1. The yield is 0.700. (4) The reactants are Cl[C:2]1[C:7]([CH:8]=[O:9])=[C:6]([N:10]2[CH2:23][CH2:22][N:13]3[C:14]4[CH2:15][CH2:16][CH2:17][CH2:18][C:19]=4[C:20]([F:21])=[C:12]3[C:11]2=[O:24])[N:5]=[CH:4][CH:3]=1.[CH3:25][N:26]1[CH:31]=[C:30](B2OC(C)(C)C(C)(C)O2)[CH:29]=[C:28]([NH:41][C:42]2[CH:47]=[CH:46][N:45]=[C:44]([CH3:48])[N:43]=2)[C:27]1=[O:49].C([O-])(=O)C.[Na+].[O-]P([O-])([O-])=O.[K+].[K+].[K+]. The catalyst is C1C=CC(P(C2C=CC=CC=2)[C-]2C=CC=C2)=CC=1.C1C=CC(P(C2C=CC=CC=2)[C-]2C=CC=C2)=CC=1.Cl[Pd]Cl.[Fe+2].C(#N)C.O. The product is [F:21][C:20]1[C:19]2[CH2:18][CH2:17][CH2:16][CH2:15][C:14]=2[N:13]2[CH2:22][CH2:23][N:10]([C:6]3[N:5]=[CH:4][CH:3]=[C:2]([C:30]4[CH:29]=[C:28]([NH:41][C:42]5[CH:47]=[CH:46][N:45]=[C:44]([CH3:48])[N:43]=5)[C:27](=[O:49])[N:26]([CH3:25])[CH:31]=4)[C:7]=3[CH:8]=[O:9])[C:11](=[O:24])[C:12]=12. The yield is 0.570. (5) The reactants are Cl[C:2]1[N:10]=[CH:9][N:8]=[C:7]2[C:3]=1[N:4]=[CH:5][N:6]2[C@H:11]1[C@@H:15]2[O:16][C:17]([CH3:20])([CH3:19])[O:18][C@@H:14]2[C@@H:13]([CH2:21][OH:22])[O:12]1.[CH2:23](O)C.[CH3:26][NH2:27]. No catalyst specified. The product is [CH3:26][N:27]([CH3:23])[C:2]1[N:10]=[CH:9][N:8]=[C:7]2[C:3]=1[N:4]=[CH:5][N:6]2[C@H:11]1[C@@H:15]2[O:16][C:17]([CH3:20])([CH3:19])[O:18][C@@H:14]2[C@@H:13]([CH2:21][OH:22])[O:12]1. The yield is 0.920.